This data is from Forward reaction prediction with 1.9M reactions from USPTO patents (1976-2016). The task is: Predict the product of the given reaction. (1) Given the reactants [CH2:1]([O:4][C:5]1[CH:6]=[C:7]([CH:27]=[CH:28][CH:29]=1)[O:8][C:9]1[CH:26]=[CH:25][C:12]([CH2:13][NH:14][C:15]2[CH:20]=[CH:19][CH:18]=[C:17]([N+:21]([O-:23])=[O:22])[C:16]=2[CH3:24])=[CH:11][CH:10]=1)[CH:2]=[CH2:3].Br[CH2:31][C:32]1[CH:39]=[CH:38][C:35]([C:36]#[N:37])=[CH:34][CH:33]=1.CCN(C(C)C)C(C)C, predict the reaction product. The product is: [CH2:1]([O:4][C:5]1[CH:6]=[C:7]([CH:27]=[CH:28][CH:29]=1)[O:8][C:9]1[CH:10]=[CH:11][C:12]([CH2:13][N:14]([CH2:31][C:32]2[CH:39]=[CH:38][C:35]([C:36]#[N:37])=[CH:34][CH:33]=2)[C:15]2[CH:20]=[CH:19][CH:18]=[C:17]([N+:21]([O-:23])=[O:22])[C:16]=2[CH3:24])=[CH:25][CH:26]=1)[CH:2]=[CH2:3]. (2) Given the reactants [N+:1]([C:4]1[CH:5]=[CH:6][CH:7]=[C:8]2[C:12]=1[NH:11][C:10](=[O:13])[CH2:9]2)([O-])=O.[H][H], predict the reaction product. The product is: [NH2:1][C:4]1[CH:5]=[CH:6][CH:7]=[C:8]2[C:12]=1[NH:11][C:10](=[O:13])[CH2:9]2. (3) Given the reactants Cl[C:2]1[C:7]([C:8]([O:10][CH2:11][CH3:12])=[O:9])=[CH:6][N:5]=[C:4]([S:13][CH3:14])[N:3]=1.[NH2:15][C:16]1[CH:21]=[CH:20][CH:19]=[CH:18][CH:17]=1.C(N(CC)CC)C, predict the reaction product. The product is: [CH3:14][S:13][C:4]1[N:3]=[C:2]([NH:15][C:16]2[CH:21]=[CH:20][CH:19]=[CH:18][CH:17]=2)[C:7]([C:8]([O:10][CH2:11][CH3:12])=[O:9])=[CH:6][N:5]=1. (4) Given the reactants Br[C:2]1[C:3](=[O:18])[CH:4]2[CH:8]([C:9]=1[C:10]1[CH:15]=[CH:14][C:13]([O:16]C)=[CH:12][CH:11]=1)[CH2:7][CH2:6][CH2:5]2.[Cu](C#N)[C:20]#[N:21].CN1CCCC1=O.C(Cl)Cl, predict the reaction product. The product is: [OH:16][C:13]1[CH:12]=[CH:11][C:10]([C:9]2[CH:8]3[CH:4]([CH2:5][CH2:6][CH2:7]3)[C:3](=[O:18])[C:2]=2[C:20]#[N:21])=[CH:15][CH:14]=1. (5) Given the reactants [CH:1]1[CH:6]=[C:5]([NH2:7])[C:4]([NH:8][C:9](C2C=CC(N)=CC=2)=O)=[CH:3][CH:2]=1.BrC#[N:20], predict the reaction product. The product is: [NH2:20][C:9]1[NH:8][C:4]2[CH:3]=[CH:2][CH:1]=[CH:6][C:5]=2[N:7]=1. (6) Given the reactants Cl[CH2:2][C:3]([O:5][C:6](=[O:9])[CH2:7][Cl:8])=O.CN(C1C=CC=CN=1)C.[CH2:19]([O:21][CH:22]([O:24][CH:25]1[CH2:37][CH2:36][C:35]([O:39][CH:40]([O:42][CH2:43][CH3:44])[CH3:41])(C)[CH:34](O)C=[CH:32][CH:31]([CH3:46])[CH:30](/[C:47](/[CH3:68])=[CH:48]/[CH:49]=[CH:50]/[CH:51]([CH3:67])[CH2:52][CH:53]2[O:66][CH:54]2[CH:55]([CH3:65])[CH:56]([O:59][CH:60]([O:62][CH2:63][CH3:64])[CH3:61])[CH2:57][CH3:58])[O:29][C:27](=[O:28])[CH2:26]1)[CH3:23])[CH3:20].C(N(CC)CC)C, predict the reaction product. The product is: [Cl:8][CH2:7][C:6]([O:5][CH:3]1[C:35]([O:39][CH:40]([O:42][CH2:43][CH3:44])[CH3:41])([CH3:34])[CH2:36][CH2:37][CH:25]([O:24][CH:22]([O:21][CH2:19][CH3:20])[CH3:23])[CH2:26][C:27]([O:29][CH:30](/[C:47](/[CH3:68])=[CH:48]/[CH:49]=[CH:50]/[CH:51]([CH3:67])[CH2:52][CH:53]2[O:66][CH:54]2[CH:55]([CH3:65])[CH:56]([O:59][CH:60]([O:62][CH2:63][CH3:64])[CH3:61])[CH2:57][CH3:58])[CH:31]([CH3:46])[CH:32]=[CH:2]1)=[O:28])=[O:9]. (7) Given the reactants [NH:1]1[C:9]2[C:4](=[CH:5][CH:6]=[CH:7][CH:8]=2)[CH2:3][CH2:2]1.C(N(CC)CC)C.[CH3:17][C:18]1[CH:26]=[CH:25][CH:24]=[CH:23][C:19]=1[C:20](Cl)=[O:21].CCOC(C)=O, predict the reaction product. The product is: [N:1]1([C:20]([C:19]2[CH:23]=[CH:24][CH:25]=[CH:26][C:18]=2[CH3:17])=[O:21])[C:9]2[C:4](=[CH:5][CH:6]=[CH:7][CH:8]=2)[CH2:3][CH2:2]1.